From a dataset of Full USPTO retrosynthesis dataset with 1.9M reactions from patents (1976-2016). Predict the reactants needed to synthesize the given product. (1) Given the product [Cl:24][C:25]1[CH:26]=[CH:27][CH:28]=[C:29]([F:34])[C:30]=1[C:31]([NH:23][C:18]1[CH:19]=[CH:20][CH:21]=[C:22]2[C:17]=1[N:16]=[CH:15][N:14]=[C:13]2[NH:12][C:3]1[CH:4]=[C:5]([C:8]([F:9])([F:10])[F:11])[CH:6]=[CH:7][C:2]=1[F:1])=[O:32], predict the reactants needed to synthesize it. The reactants are: [F:1][C:2]1[CH:7]=[CH:6][C:5]([C:8]([F:11])([F:10])[F:9])=[CH:4][C:3]=1[NH:12][C:13]1[C:22]2[C:17](=[C:18]([NH2:23])[CH:19]=[CH:20][CH:21]=2)[N:16]=[CH:15][N:14]=1.[Cl:24][C:25]1[C:30]([C:31](O)=[O:32])=[C:29]([F:34])[CH:28]=[CH:27][CH:26]=1.C(Cl)(=O)C(Cl)=O.CCN(C(C)C)C(C)C. (2) Given the product [F:13][C:14]1[CH:15]=[C:16]([C:2]2[C:3]3[N:4]([N:9]=[C:10]([NH2:12])[N:11]=3)[CH:5]=[C:6]([CH3:8])[CH:7]=2)[CH:17]=[CH:18][C:19]=1[F:20], predict the reactants needed to synthesize it. The reactants are: Br[C:2]1[C:3]2[N:4]([N:9]=[C:10]([NH2:12])[N:11]=2)[CH:5]=[C:6]([CH3:8])[CH:7]=1.[F:13][C:14]1[CH:15]=[C:16](B(O)O)[CH:17]=[CH:18][C:19]=1[F:20]. (3) Given the product [CH2:18]([S:14][CH2:11][CH:12]=[CH2:13])[CH:17]=[CH2:16].[C:5]1([C:8]2[CH:9]=[CH:10][CH:11]=[CH:12][CH:13]=2)[CH:6]=[CH:7][CH:2]=[CH:3][CH:4]=1, predict the reactants needed to synthesize it. The reactants are: O[C:2]1[CH:7]=[CH:6][C:5]([C:8]2[CH:13]=[CH:12][C:11]([SH:14])=[CH:10][CH:9]=2)=[CH:4][CH:3]=1.Cl[CH2:16][C:17](CCl)=[CH2:18]. (4) Given the product [NH3:1].[CH3:25][O:26][C:27]1[CH:28]=[C:29]2[C:33](=[CH:34][C:35]=1[O:36][CH3:37])[C:32](=[O:38])[CH:31]([CH2:23][NH:1][CH2:2][CH2:3][CH2:4][CH2:5][CH2:6][CH2:7][NH:8][C:9]1[C:10]3[C:15]([N:16]=[C:17]4[C:22]=1[CH2:21][CH2:20][CH2:19][CH2:18]4)=[CH:14][CH:13]=[CH:12][CH:11]=3)[CH2:30]2, predict the reactants needed to synthesize it. The reactants are: [NH2:1][CH2:2][CH2:3][CH2:4][CH2:5][CH2:6][CH2:7][NH:8][C:9]1[C:10]2[C:15]([N:16]=[C:17]3[C:22]=1[CH2:21][CH2:20][CH2:19][CH2:18]3)=[CH:14][CH:13]=[CH:12][CH:11]=2.[CH2:23]=O.[CH3:25][O:26][C:27]1[CH:28]=[C:29]2[C:33](=[CH:34][C:35]=1[O:36][CH3:37])[C:32](=[O:38])[CH2:31][CH2:30]2.Cl. (5) Given the product [C:1]([O:5][C:6](=[O:7])[NH:8][C@@H:9]([CH2:13][C:14]1[CH:15]=[CH:16][C:17]([O:20][CH2:21][CH2:22][C@H:23]([CH:25]2[CH2:30][CH2:29][N:28]([C:31]3[O:35][N:34]=[C:33]([CH:36]([CH3:38])[CH3:37])[N:32]=3)[CH2:27][CH2:26]2)[CH3:24])=[CH:18][CH:19]=1)[C:10]([N:61]1[CH2:65][CH2:64][CH2:63][C@H:62]1[C:66](=[O:67])[NH2:68])=[O:12])([CH3:3])([CH3:2])[CH3:4], predict the reactants needed to synthesize it. The reactants are: [C:1]([O:5][C:6]([NH:8][C@@H:9]([CH2:13][C:14]1[CH:19]=[CH:18][C:17]([O:20][CH2:21][CH2:22][C@H:23]([CH:25]2[CH2:30][CH2:29][N:28]([C:31]3[O:35][N:34]=[C:33]([CH:36]([CH3:38])[CH3:37])[N:32]=3)[CH2:27][CH2:26]2)[CH3:24])=[CH:16][CH:15]=1)[C:10]([OH:12])=O)=[O:7])([CH3:4])([CH3:3])[CH3:2].C1C=CC2N(O)N=NC=2C=1.O.CCN=C=NCCCN(C)C.[NH:61]1[CH2:65][CH2:64][CH2:63][C@H:62]1[C:66]([NH2:68])=[O:67]. (6) Given the product [O:32]=[C:26]1[CH:25]([N:18]2[C:17](=[O:33])[C:16]3[C:20](=[CH:21][CH:22]=[CH:23][C:15]=3[CH2:14][NH:13][C:41]([C:36]3[CH:37]=[CH:38][CH:39]=[CH:40][N:35]=3)=[O:42])[C:19]2=[O:24])[CH2:30][CH2:29][C:28](=[O:31])[NH:27]1, predict the reactants needed to synthesize it. The reactants are: N12CCCN=C1CCCCC2.Cl.[NH2:13][CH2:14][C:15]1[CH:23]=[CH:22][CH:21]=[C:20]2[C:16]=1[C:17](=[O:33])[N:18]([CH:25]1[CH2:30][CH2:29][C:28](=[O:31])[NH:27][C:26]1=[O:32])[C:19]2=[O:24].Cl.[N:35]1[CH:40]=[CH:39][CH:38]=[CH:37][C:36]=1[C:41](Cl)=[O:42]. (7) Given the product [Br:1][C:2]1([CH:9]=[CH:8][CH:7]=[C:6]([F:10])[CH2:5]1)[CH2:3][Br:18], predict the reactants needed to synthesize it. The reactants are: [Br:1][C:2]1([CH:9]=[CH:8][CH:7]=[C:6]([F:10])[CH2:5]1)[CH2:3]O.N1C=CC=CC=1.P(Br)(Br)[Br:18]. (8) Given the product [CH2:5]([N:12]1[CH2:16][C@@H:15]([C:17]2[CH:22]=[CH:21][C:20]([C:23]([F:26])([F:24])[F:25])=[C:19]([F:27])[CH:18]=2)[C@H:14]([C:28]([OH:29])=[O:2])[CH2:13]1)[C:6]1[CH:11]=[CH:10][CH:9]=[CH:8][CH:7]=1, predict the reactants needed to synthesize it. The reactants are: [Li+].[OH-:2].OO.[CH2:5]([N:12]1[CH2:16][C@@H:15]([C:17]2[CH:22]=[CH:21][C:20]([C:23]([F:26])([F:25])[F:24])=[C:19]([F:27])[CH:18]=2)[C@H:14]([C:28](N2[C@H](C3C=CC=CC=3)COC2=O)=[O:29])[CH2:13]1)[C:6]1[CH:11]=[CH:10][CH:9]=[CH:8][CH:7]=1.S([O-])([O-])=O.[Na+].[Na+].OS([O-])(=O)=O.[K+]. (9) Given the product [ClH:51].[CH3:1][O:2][C:3]1[CH:4]=[CH:5][C:6]([NH:11][C:12]2[C:13]3[N:14]([N:40]=[CH:41][N:42]=3)[CH:15]=[C:16]([N:18]3[CH2:23][CH2:22][CH2:21][CH:20]([C:24]([NH:26][C:27]4[CH:28]=[CH:29][C:30]([C:31]([OH:33])=[O:32])=[CH:38][CH:39]=4)=[O:25])[CH2:19]3)[CH:17]=2)=[N:7][C:8]=1[O:9][CH3:10], predict the reactants needed to synthesize it. The reactants are: [CH3:1][O:2][C:3]1[CH:4]=[CH:5][C:6]([NH:11][C:12]2[C:13]3[N:14]([N:40]=[CH:41][N:42]=3)[CH:15]=[C:16]([N:18]3[CH2:23][CH2:22][CH2:21][CH:20]([C:24]([NH:26][C:27]4[CH:39]=[CH:38][C:30]([C:31]([O:33]C(C)(C)C)=[O:32])=[CH:29][CH:28]=4)=[O:25])[CH2:19]3)[CH:17]=2)=[N:7][C:8]=1[O:9][CH3:10].C(O)(C(F)(F)F)=O.C(Cl)[Cl:51]. (10) Given the product [CH3:8][C:6]1[C:5]([N+:9]([O-:11])=[O:10])=[CH:4][N:3]=[C:2]([C:14]2[CH:13]=[N:12][CH:17]=[CH:16][CH:15]=2)[CH:7]=1, predict the reactants needed to synthesize it. The reactants are: Cl[C:2]1[CH:7]=[C:6]([CH3:8])[C:5]([N+:9]([O-:11])=[O:10])=[CH:4][N:3]=1.[N:12]1[CH:17]=[CH:16][CH:15]=[C:14](B(O)O)[CH:13]=1.